Dataset: NCI-60 drug combinations with 297,098 pairs across 59 cell lines. Task: Regression. Given two drug SMILES strings and cell line genomic features, predict the synergy score measuring deviation from expected non-interaction effect. (1) Cell line: HS 578T. Drug 2: CC(C)NC(=O)C1=CC=C(C=C1)CNNC.Cl. Synergy scores: CSS=52.7, Synergy_ZIP=1.65, Synergy_Bliss=3.20, Synergy_Loewe=-47.3, Synergy_HSA=0.734. Drug 1: CCC1=CC2CC(C3=C(CN(C2)C1)C4=CC=CC=C4N3)(C5=C(C=C6C(=C5)C78CCN9C7C(C=CC9)(C(C(C8N6C)(C(=O)OC)O)OC(=O)C)CC)OC)C(=O)OC.C(C(C(=O)O)O)(C(=O)O)O. (2) Drug 2: C(CN)CNCCSP(=O)(O)O. Synergy scores: CSS=-6.96, Synergy_ZIP=4.77, Synergy_Bliss=1.92, Synergy_Loewe=-5.67, Synergy_HSA=-6.40. Cell line: SK-OV-3. Drug 1: COC1=NC(=NC2=C1N=CN2C3C(C(C(O3)CO)O)O)N. (3) Drug 1: CC12CCC(CC1=CCC3C2CCC4(C3CC=C4C5=CN=CC=C5)C)O. Drug 2: COC1=CC(=CC(=C1O)OC)C2C3C(COC3=O)C(C4=CC5=C(C=C24)OCO5)OC6C(C(C7C(O6)COC(O7)C8=CC=CS8)O)O. Cell line: MDA-MB-435. Synergy scores: CSS=8.76, Synergy_ZIP=-3.82, Synergy_Bliss=-1.72, Synergy_Loewe=-8.17, Synergy_HSA=-3.63. (4) Drug 2: C1CN(CCN1C(=O)CCBr)C(=O)CCBr. Drug 1: CN(C)N=NC1=C(NC=N1)C(=O)N. Synergy scores: CSS=29.3, Synergy_ZIP=-10.5, Synergy_Bliss=-9.65, Synergy_Loewe=-14.6, Synergy_HSA=-8.05. Cell line: NCI-H460. (5) Drug 1: CC1=C(C(CCC1)(C)C)C=CC(=CC=CC(=CC(=O)O)C)C. Drug 2: CN1C2=C(C=C(C=C2)N(CCCl)CCCl)N=C1CCCC(=O)O.Cl. Cell line: M14. Synergy scores: CSS=-0.667, Synergy_ZIP=-1.48, Synergy_Bliss=-4.38, Synergy_Loewe=-2.35, Synergy_HSA=-4.33. (6) Drug 1: CNC(=O)C1=CC=CC=C1SC2=CC3=C(C=C2)C(=NN3)C=CC4=CC=CC=N4. Drug 2: CC1=C(C(CCC1)(C)C)C=CC(=CC=CC(=CC(=O)O)C)C. Cell line: SF-268. Synergy scores: CSS=-5.64, Synergy_ZIP=2.61, Synergy_Bliss=-1.11, Synergy_Loewe=-10.6, Synergy_HSA=-7.58. (7) Drug 1: CCC(=C(C1=CC=CC=C1)C2=CC=C(C=C2)OCCN(C)C)C3=CC=CC=C3.C(C(=O)O)C(CC(=O)O)(C(=O)O)O. Drug 2: CC1CCC2CC(C(=CC=CC=CC(CC(C(=O)C(C(C(=CC(C(=O)CC(OC(=O)C3CCCCN3C(=O)C(=O)C1(O2)O)C(C)CC4CCC(C(C4)OC)OCCO)C)C)O)OC)C)C)C)OC. Cell line: SK-MEL-5. Synergy scores: CSS=-7.40, Synergy_ZIP=9.70, Synergy_Bliss=7.53, Synergy_Loewe=-3.35, Synergy_HSA=-3.69.